Task: Predict which catalyst facilitates the given reaction.. Dataset: Catalyst prediction with 721,799 reactions and 888 catalyst types from USPTO (1) Reactant: [Cl:1][C:2]1[CH:3]=[C:4]([C:12]2[N:16]=[C:15]([C:17]3[CH:22]=[CH:21][C:20]([C:23]([NH2:26])([CH3:25])[CH3:24])=[CH:19][CH:18]=3)[O:14][N:13]=2)[CH:5]=[CH:6][C:7]=1[O:8][CH:9]([CH3:11])[CH3:10].C(O)(=O)C.[C:31]([O:35][CH3:36])(=[O:34])[CH:32]=[CH2:33]. Product: [Cl:1][C:2]1[CH:3]=[C:4]([C:12]2[N:16]=[C:15]([C:17]3[CH:22]=[CH:21][C:20]([C:23]([NH:26][CH2:33][CH2:32][C:31]([O:35][CH3:36])=[O:34])([CH3:24])[CH3:25])=[CH:19][CH:18]=3)[O:14][N:13]=2)[CH:5]=[CH:6][C:7]=1[O:8][CH:9]([CH3:11])[CH3:10]. The catalyst class is: 5. (2) Reactant: [F:1][C:2]1[CH:7]=[C:6]([CH3:8])[CH:5]=[CH:4][C:3]=1[C:9]1[C:14]([CH:15]([CH2:20][CH2:21][CH3:22])[C:16]([O:18]C)=[O:17])=[C:13]([CH3:23])[N:12]=[C:11]([C:24]2[CH:29]=[CH:28][CH:27]=[CH:26][CH:25]=2)[N:10]=1.[OH-].[Na+]. Product: [F:1][C:2]1[CH:7]=[C:6]([CH3:8])[CH:5]=[CH:4][C:3]=1[C:9]1[C:14]([CH:15]([CH2:20][CH2:21][CH3:22])[C:16]([OH:18])=[O:17])=[C:13]([CH3:23])[N:12]=[C:11]([C:24]2[CH:25]=[CH:26][CH:27]=[CH:28][CH:29]=2)[N:10]=1. The catalyst class is: 5. (3) Reactant: C1(P(=O)(C2C=CC=CC=2)C2C=CC=CC=2)C=CC=CC=1.FC(F)(F)S(OS(C(F)(F)F)(=O)=O)(=O)=O.[CH2:36]([O:38][C:39](=[O:50])[CH2:40][C:41]([C:43]1[CH:48]=[CH:47][C:46]([F:49])=[CH:45][CH:44]=1)=O)[CH3:37].C(N(CC)CC)C. Product: [CH2:36]([O:38][C:39](=[O:50])[C:40]#[C:41][C:43]1[CH:44]=[CH:45][C:46]([F:49])=[CH:47][CH:48]=1)[CH3:37]. The catalyst class is: 26. (4) Reactant: Br[C:2]1[C:7]([Cl:8])=[CH:6][C:5]([C:9]2[C:18]3[C:13](=[CH:14][C:15]([S:19]([NH:22][C:23]4[S:24][CH:25]=[N:26][N:27]=4)(=[O:21])=[O:20])=[CH:16][CH:17]=3)[CH:12]=[CH:11][N:10]=2)=[C:4]([O:28][CH3:29])[CH:3]=1.[F:30][C:31]1[CH:32]=[C:33](B(O)O)[CH:34]=[C:35]([F:37])[CH:36]=1.C(=O)([O-])[O-].[K+].[K+]. Product: [Cl:8][C:7]1[CH:6]=[C:5]([C:9]2[C:18]3[C:13](=[CH:14][C:15]([S:19]([NH:22][C:23]4[S:24][CH:25]=[N:26][N:27]=4)(=[O:20])=[O:21])=[CH:16][CH:17]=3)[CH:12]=[CH:11][N:10]=2)[C:4]([O:28][CH3:29])=[CH:3][C:2]=1[C:33]1[CH:32]=[C:31]([F:30])[CH:36]=[C:35]([F:37])[CH:34]=1. The catalyst class is: 73. (5) Reactant: C[N:2]([CH3:20])[CH:3]=[CH:4][C:5]([C:7]1[S:8][CH:9]=[C:10]([NH:12][C:13]([O:15][C:16]([CH3:19])([CH3:18])[CH3:17])=[O:14])[CH:11]=1)=O.C(O)(=O)C.C(N)=[NH:26].C(OCC)(=O)C. Product: [C:16]([O:15][C:13]([NH:12][C:10]1[CH:11]=[C:7]([C:5]2[CH:4]=[CH:3][N:2]=[CH:20][N:26]=2)[S:8][CH:9]=1)=[O:14])([CH3:17])([CH3:18])[CH3:19]. The catalyst class is: 170.